From a dataset of Full USPTO retrosynthesis dataset with 1.9M reactions from patents (1976-2016). Predict the reactants needed to synthesize the given product. (1) Given the product [CH3:1][N:2]([CH3:29])[CH2:3][CH2:4][N:5]([CH3:28])[C:6]1[C:15]([NH2:16])=[C:14]([NH:19][CH2:20][CH2:21][N:22]2[CH2:27][CH2:26][O:25][CH2:24][CH2:23]2)[C:13]2[C:8](=[CH:9][CH:10]=[CH:11][CH:12]=2)[N:7]=1, predict the reactants needed to synthesize it. The reactants are: [CH3:1][N:2]([CH3:29])[CH2:3][CH2:4][N:5]([CH3:28])[C:6]1[C:15]([N+:16]([O-])=O)=[C:14]([NH:19][CH2:20][CH2:21][N:22]2[CH2:27][CH2:26][O:25][CH2:24][CH2:23]2)[C:13]2[C:8](=[CH:9][CH:10]=[CH:11][CH:12]=2)[N:7]=1.[H][H]. (2) Given the product [Br:2][C:3]1[CH:4]=[N:5][C:6]([N:11]2[CH2:16][CH2:15][N:14]([C:25]3[N:30]=[CH:29][C:28]([CH2:31][CH3:32])=[CH:27][N:26]=3)[CH2:13][C@@H:12]2[CH3:17])=[C:7]([CH:10]=1)[C:8]#[N:9], predict the reactants needed to synthesize it. The reactants are: Cl.[Br:2][C:3]1[CH:4]=[N:5][C:6]([N:11]2[CH2:16][CH2:15][NH:14][CH2:13][C@@H:12]2[CH3:17])=[C:7]([CH:10]=1)[C:8]#[N:9].CC(C)([O-])C.[Na+].Cl[C:25]1[N:30]=[CH:29][C:28]([CH2:31][CH3:32])=[CH:27][N:26]=1. (3) Given the product [F:4][C:5]1[C:6]([C:14]2([C:15]#[N:16])[CH2:19][CH2:18]2)=[CH:7][C:8]2[O:12][CH2:11][O:10][C:9]=2[CH:13]=1, predict the reactants needed to synthesize it. The reactants are: O.[OH-].[Na+].[F:4][C:5]1[C:6]([CH2:14][C:15]#[N:16])=[CH:7][C:8]2[O:12][CH2:11][O:10][C:9]=2[CH:13]=1.Br[CH2:18][CH2:19]Cl. (4) Given the product [CH:1]1([S:4]([NH:7][C:21]([C:17]2[CH:18]=[C:19]3[C:14](=[CH:15][CH:16]=2)[NH:13][CH:12]([C:24]2[CH:25]=[C:26]([NH:30][C:31]([CH3:37])([CH3:32])[C:33]([NH:34][CH3:35])=[O:36])[CH:27]=[CH:28][CH:29]=2)[C:11]([CH3:38])([CH3:10])[CH2:20]3)=[O:22])(=[O:6])=[O:5])[CH2:3][CH2:2]1, predict the reactants needed to synthesize it. The reactants are: [CH:1]1([S:4]([NH2:7])(=[O:6])=[O:5])[CH2:3][CH2:2]1.[H-].[Na+].[CH3:10][C:11]1([CH3:38])[CH2:20][C:19]2[C:14](=[CH:15][CH:16]=[C:17]([C:21](O)=[O:22])[CH:18]=2)[NH:13][CH:12]1[C:24]1[CH:29]=[CH:28][CH:27]=[C:26]([NH:30][C:31]([CH3:37])([C:33](=[O:36])[NH:34][CH3:35])[CH3:32])[CH:25]=1.C(N1C=CN=C1)(N1C=CN=C1)=O.CS(N)(=O)=O. (5) The reactants are: [N:1]1([CH2:7][C:8]2[N:13]=[C:12]([C:14]([OH:16])=O)[CH:11]=[CH:10][CH:9]=2)[CH2:6][CH2:5][O:4][CH2:3][CH2:2]1.F[P-](F)(F)(F)(F)F.N1(OC(N(C)C)=[N+](C)C)C2N=CC=CC=2N=N1.CCN(C(C)C)C(C)C.[NH:50]1[C:58]2[C:53](=[C:54]([C:59]3[CH:60]=[C:61]([NH2:74])[C:62]4[C:66]([CH:67]=3)=[N:65][N:64](C3CCCCO3)[CH:63]=4)[CH:55]=[CH:56][CH:57]=2)[CH:52]=[CH:51]1.C(=O)(O)[O-].[Na+]. Given the product [NH:50]1[C:58]2[C:53](=[C:54]([C:59]3[CH:67]=[C:66]4[C:62]([CH:63]=[N:64][NH:65]4)=[C:61]([NH:74][C:14]([C:12]4[CH:11]=[CH:10][CH:9]=[C:8]([CH2:7][N:1]5[CH2:2][CH2:3][O:4][CH2:5][CH2:6]5)[N:13]=4)=[O:16])[CH:60]=3)[CH:55]=[CH:56][CH:57]=2)[CH:52]=[CH:51]1, predict the reactants needed to synthesize it. (6) The reactants are: [CH3:1][C:2]([CH3:14])=[CH:3][CH2:4][CH2:5][N:6]1[CH:10]=[CH:9][N:8]=[C:7]1[N+:11]([O-:13])=[O:12].[ClH:15].[N:16]([O:18]CCC(C)C)=O. Given the product [Cl:15][C:2]([CH3:14])([CH3:1])[CH:3]([N:16]=[O:18])[CH2:4][CH2:5][N:6]1[CH:10]=[CH:9][N:8]=[C:7]1[N+:11]([O-:13])=[O:12], predict the reactants needed to synthesize it.